The task is: Predict the reaction yield, written as a fraction of the theoretical maximum amount of product (1.0 means a 100% yield; for example, 0.34 means a 34% yield).. This data is from Reaction yield outcomes from USPTO patents with 853,638 reactions. The reactants are [OH:1][C:2]1[CH:9]=[C:8]([O:10][CH3:11])[CH:7]=[CH:6][C:3]=1[CH:4]=[O:5].C(=O)([O-])[O-].[K+].[K+].[CH3:18][O:19][CH2:20]Cl.C(OC(C)C)(C)C. The catalyst is CN(C)C=O. The product is [CH3:18][O:19][CH2:20][O:1][C:2]1[CH:9]=[C:8]([O:10][CH3:11])[CH:7]=[CH:6][C:3]=1[CH:4]=[O:5]. The yield is 0.630.